This data is from Full USPTO retrosynthesis dataset with 1.9M reactions from patents (1976-2016). The task is: Predict the reactants needed to synthesize the given product. (1) Given the product [CH3:33][O:32][C:29]1[CH:28]=[CH:27][C:26]([NH:25][C:23]2[CH:22]=[CH:21][N:20]=[C:19]([NH:2][C@@H:3]([CH3:8])[C:4]([CH3:7])([OH:6])[CH3:5])[N:24]=2)=[CH:31][CH:30]=1, predict the reactants needed to synthesize it. The reactants are: Cl.[NH2:2][C@@H:3]([CH3:8])[C:4]([CH3:7])([OH:6])[CH3:5].CCN(C(C)C)C(C)C.Cl[C:19]1[N:24]=[C:23]([NH:25][C:26]2[CH:31]=[CH:30][C:29]([O:32][CH3:33])=[CH:28][CH:27]=2)[CH:22]=[CH:21][N:20]=1. (2) Given the product [CH3:1][C:2]([CH:17]1[O:18][C:19](=[O:24])[NH:23][CH2:22]1)([S:4]([C:7]1[CH:12]=[CH:11][CH:10]=[C:9]([C:13]([F:16])([F:15])[F:14])[CH:8]=1)(=[O:6])=[O:5])[CH3:3], predict the reactants needed to synthesize it. The reactants are: [CH3:1][C:2]([CH:17]1[CH2:19][O:18]1)([S:4]([C:7]1[CH:12]=[CH:11][CH:10]=[C:9]([C:13]([F:16])([F:15])[F:14])[CH:8]=1)(=[O:6])=[O:5])[CH3:3].O([C:22]#[N:23])[K].[OH2:24]. (3) Given the product [Cl:1][C:2]1[CH:7]=[CH:6][C:5]([C:8]2[N:12]=[C:11]([N:13]3[CH2:18][CH2:17][N:16]([CH2:19][CH:20]([F:36])[C:22]4[CH:27]=[CH:26][C:25]([O:28][CH3:29])=[CH:24][CH:23]=4)[CH2:15][CH2:14]3)[S:10][N:9]=2)=[CH:4][CH:3]=1, predict the reactants needed to synthesize it. The reactants are: [Cl:1][C:2]1[CH:7]=[CH:6][C:5]([C:8]2[N:12]=[C:11]([N:13]3[CH2:18][CH2:17][N:16]([CH2:19][CH:20]([C:22]4[CH:27]=[CH:26][C:25]([O:28][CH3:29])=[CH:24][CH:23]=4)O)[CH2:15][CH2:14]3)[S:10][N:9]=2)=[CH:4][CH:3]=1.CCN(S(F)(F)[F:36])CC.C([O-])([O-])=O.[Na+].[Na+]. (4) Given the product [CH2:2]([O:4][C:5]([C@@:7]1([NH:12][C:13]([N:32]2[CH2:33][C@H:34]([OH:36])[CH2:35][C@H:31]2[C:29](=[O:30])[N:28]([CH2:21][CH2:22][CH2:23][CH2:24][CH:25]=[CH:26][CH3:27])[CH3:37])=[O:14])[CH2:9][C@@H:8]1[CH:10]=[CH2:11])=[O:6])[CH3:3], predict the reactants needed to synthesize it. The reactants are: [I-].[CH2:2]([O:4][C:5]([C@@:7]1([NH:12][C:13](N2C=C[N+](C)=C2)=[O:14])[CH2:9][C@H:8]1[CH:10]=[CH2:11])=[O:6])[CH3:3].[CH2:21]([N:28]([CH3:37])[C:29]([C@@H:31]1[CH2:35][C@@H:34]([OH:36])[CH2:33][NH:32]1)=[O:30])[CH2:22][CH2:23][CH2:24][CH2:25][CH:26]=[CH2:27].C(OC([C@@]1(NC(N2C[C@H](O)C[C@H]2C(=O)N(CCCCC=C)C)=O)C[C@@H]1C=C)=O)C. (5) Given the product [CH3:7][O:6][C:4](=[O:5])[C:3]([C:9]1[C:10]([CH:16]2[CH2:17][CH2:18][N:19]([C:22]([O:24][C:25]([CH3:28])([CH3:27])[CH3:26])=[O:23])[CH2:20][CH2:21]2)=[N:11][C:12]([CH3:15])=[N:13][CH:14]=1)([CH3:8])[CH2:2][NH:1][C:30]1[CH:35]=[CH:34][N:33]=[C:32]([C:36]([F:39])([F:38])[F:37])[N:31]=1, predict the reactants needed to synthesize it. The reactants are: [NH2:1][CH2:2][C:3]([C:9]1[C:10]([CH:16]2[CH2:21][CH2:20][N:19]([C:22]([O:24][C:25]([CH3:28])([CH3:27])[CH3:26])=[O:23])[CH2:18][CH2:17]2)=[N:11][C:12]([CH3:15])=[N:13][CH:14]=1)([CH3:8])[C:4]([O:6][CH3:7])=[O:5].Cl[C:30]1[CH:35]=[CH:34][N:33]=[C:32]([C:36]([F:39])([F:38])[F:37])[N:31]=1.CCN(C(C)C)C(C)C. (6) Given the product [CH3:1][C:2]1[CH:11]=[C:10]([CH3:12])[C:9]([C:13]2[NH:17][C:16]([CH2:18][CH:19]3[CH2:23][CH2:22][O:21][CH2:20]3)=[N:15][N:14]=2)=[CH:8][C:3]=1[C:4]([OH:6])=[O:5], predict the reactants needed to synthesize it. The reactants are: [CH3:1][C:2]1[CH:11]=[C:10]([CH3:12])[C:9]([C:13]2[NH:17][C:16]([CH2:18][CH:19]3[CH2:23][CH2:22][O:21][CH2:20]3)=[N:15][N:14]=2)=[CH:8][C:3]=1[C:4]([O:6]C)=[O:5].[OH-].[Na+].